Dataset: Full USPTO retrosynthesis dataset with 1.9M reactions from patents (1976-2016). Task: Predict the reactants needed to synthesize the given product. (1) Given the product [CH2:1]([O:5][C:6]([N:8]1[CH2:13][CH2:12][N:11]([C:14](=[O:51])[C@@H:15]([NH:25][C:26]([C:28]2[CH:32]=[C:31]([O:33][CH2:34][C:35]([N:37]3[CH2:41][CH2:40][CH2:39][C@H:38]3[C:42](=[O:43])[NH:54][CH:58]3[CH2:60][CH2:59]3)=[O:36])[N:30]([C:45]3[CH:50]=[CH:49][CH:48]=[CH:47][CH:46]=3)[N:29]=2)=[O:27])[CH2:16][CH2:17][C:18]([OH:20])=[O:19])[CH2:10][CH2:9]1)=[O:7])[CH2:2][CH2:3][CH3:4], predict the reactants needed to synthesize it. The reactants are: [CH2:1]([O:5][C:6]([N:8]1[CH2:13][CH2:12][N:11]([C:14](=[O:51])[C@@H:15]([NH:25][C:26]([C:28]2[CH:32]=[C:31]([O:33][CH2:34][C:35]([N:37]3[CH2:41][CH2:40][CH2:39][C@H:38]3[C:42](O)=[O:43])=[O:36])[N:30]([C:45]3[CH:50]=[CH:49][CH:48]=[CH:47][CH:46]=3)[N:29]=2)=[O:27])[CH2:16][CH2:17][C:18]([O:20]C(C)(C)C)=[O:19])[CH2:10][CH2:9]1)=[O:7])[CH2:2][CH2:3][CH3:4].CC[N:54]([CH:58]([CH3:60])[CH3:59])C(C)C.CN(C(ON1N=NC2C=CC=NC1=2)=[N+](C)C)C.F[P-](F)(F)(F)(F)F.C1(N)CC1.C([O-])(O)=O.[Na+]. (2) The reactants are: [CH3:1][O:2][C:3]1[CH:12]=[CH:11][CH:10]=[C:9]2[C:4]=1[CH:5]=[C:6]([C:13]#N)[CH2:7][O:8]2.[OH-:15].[Na+].[OH2:17].Cl. Given the product [CH3:1][O:2][C:3]1[CH:12]=[CH:11][CH:10]=[C:9]2[C:4]=1[CH:5]=[C:6]([C:13]([OH:17])=[O:15])[CH2:7][O:8]2, predict the reactants needed to synthesize it.